From a dataset of Full USPTO retrosynthesis dataset with 1.9M reactions from patents (1976-2016). Predict the reactants needed to synthesize the given product. Given the product [Br:1][C:2]1[CH:3]=[C:4]2[C:9]([NH:20][C@H:18]([CH3:19])[C:17]([F:16])([CH3:22])[CH3:21])=[C:8]([C:11]([NH2:13])=[O:12])[CH:7]=[N:6][N:5]2[CH:14]=1, predict the reactants needed to synthesize it. The reactants are: [Br:1][C:2]1[CH:3]=[C:4]2[C:9](Cl)=[C:8]([C:11]([NH2:13])=[O:12])[CH:7]=[N:6][N:5]2[CH:14]=1.Cl.[F:16][C:17]([CH3:22])([CH3:21])[C@H:18]([NH2:20])[CH3:19].FC(C)(C)[C@H](NC1C2N(C=CC=2)N=CC=1C(N)=O)C.C(N(C(C)C)CC)(C)C.